Task: Predict the reaction yield, written as a fraction of the theoretical maximum amount of product (1.0 means a 100% yield; for example, 0.34 means a 34% yield).. Dataset: Reaction yield outcomes from USPTO patents with 853,638 reactions (1) The reactants are [OH:1][CH2:2][CH2:3][C:4]1[N:8]([CH2:9][C:10]2[CH:17]=[CH:16][C:13]([C:14]#[N:15])=[CH:12][CH:11]=2)[CH:7]=[N:6][CH:5]=1.O[C:19]1[C:20]([CH2:30][S:31]([C:34]2[CH:39]=[CH:38][CH:37]=[CH:36][N:35]=2)(=[O:33])=[O:32])=[C:21]2[C:26](=[CH:27][CH:28]=1)[C:25](=[O:29])[CH2:24][CH2:23][CH2:22]2.C1(P(C2C=CC=CC=2)C2C=CC=CC=2)C=CC=CC=1.N(C(OC(C)C)=O)=NC(OC(C)C)=O. The catalyst is O1CCCC1. The product is [O:29]=[C:25]1[CH2:24][CH2:23][CH2:22][C:21]2[C:20]([CH2:30][S:31]([C:34]3[CH:39]=[CH:38][CH:37]=[CH:36][N:35]=3)(=[O:33])=[O:32])=[C:19]([O:1][CH2:2][CH2:3][C:4]3[N:8]([CH2:9][C:10]4[CH:17]=[CH:16][C:13]([C:14]#[N:15])=[CH:12][CH:11]=4)[CH:7]=[N:6][CH:5]=3)[CH:28]=[CH:27][C:26]1=2. The yield is 0.990. (2) The reactants are [CH2:1]([C:4]1[NH:5][C:6]2[C:11]([CH:12]=1)=[C:10]([C:13]([F:16])([F:15])[F:14])[C:9]([C:17]#[N:18])=[CH:8][CH:7]=2)[CH2:2][CH3:3].Cl[CH2:20][C:21]1[N:25]=[C:24]([C:26]2[CH:31]=[CH:30][CH:29]=[C:28]([C:32]([F:35])([F:34])[F:33])[CH:27]=2)[O:23][N:22]=1.C([O-])([O-])=O.[Cs+].[Cs+].CC#N. The catalyst is CCOC(C)=O. The product is [CH2:1]([C:4]1[N:5]([CH2:20][C:21]2[N:25]=[C:24]([C:26]3[CH:31]=[CH:30][CH:29]=[C:28]([C:32]([F:35])([F:33])[F:34])[CH:27]=3)[O:23][N:22]=2)[C:6]2[C:11]([CH:12]=1)=[C:10]([C:13]([F:15])([F:16])[F:14])[C:9]([C:17]#[N:18])=[CH:8][CH:7]=2)[CH2:2][CH3:3]. The yield is 0.740.